Dataset: Forward reaction prediction with 1.9M reactions from USPTO patents (1976-2016). Task: Predict the product of the given reaction. (1) Given the reactants CO[C:3]([CH3:14])(C)[CH:4]([NH:8][C:9]([O:11][CH3:12])=[O:10])[C:5]([OH:7])=[O:6].[NH2:15][CH:16](CCC#N)C(O)=O, predict the reaction product. The product is: [C:16]([CH2:14][CH2:3][CH:4]([NH:8][C:9]([O:11][CH3:12])=[O:10])[C:5]([OH:7])=[O:6])#[N:15]. (2) Given the reactants [Br:1][C:2]1[CH:7]=[C:6]([Br:8])[CH:5]=[CH:4][C:3]=1[OH:9].C(=O)([O-])[O-].[K+].[K+].[CH2:16]([O:18][CH2:19]Cl)C, predict the reaction product. The product is: [Br:1][C:2]1[CH:7]=[C:6]([Br:8])[CH:5]=[CH:4][C:3]=1[O:9][CH2:16][O:18][CH3:19]. (3) Given the reactants Cl.[NH2:2][C:3]1[CH:8]=[CH:7][C:6](B(O)O)=[CH:5][CH:4]=1.Br[C:13]1[CH:28]=[CH:27][C:16]([C:17]([C@@H:19]2[CH2:23][CH2:22][CH2:21][C@H:20]2[C:24]([OH:26])=[O:25])=[O:18])=[CH:15][CH:14]=1.C(=O)([O-])[O-].[Na+].[Na+].C(O)C, predict the reaction product. The product is: [NH2:2][C:3]1[CH:8]=[CH:7][C:6]([C:13]2[CH:14]=[CH:15][C:16]([C:17]([C@@H:19]3[CH2:23][CH2:22][CH2:21][C@H:20]3[C:24]([OH:26])=[O:25])=[O:18])=[CH:27][CH:28]=2)=[CH:5][CH:4]=1.